From a dataset of Full USPTO retrosynthesis dataset with 1.9M reactions from patents (1976-2016). Predict the reactants needed to synthesize the given product. Given the product [CH3:28][O:29][C:30]1[CH:38]=[CH:37][CH:36]=[CH:35][C:31]=1[C:32]([N:2]1[CH2:5][CH2:4][C@H:3]1[CH2:6][NH:7][C:8]([C:10]1[CH:11]=[CH:12][CH:13]=[C:14]2[O:18][CH:17]=[CH:16][C:15]=12)=[O:9])=[O:33], predict the reactants needed to synthesize it. The reactants are: Cl.[NH:2]1[CH2:5][CH2:4][C@H:3]1[CH2:6][NH:7][C:8]([C:10]1[CH:11]=[CH:12][CH:13]=[C:14]2[O:18][CH:17]=[CH:16][C:15]=12)=[O:9].CCN(C(C)C)C(C)C.[CH3:28][O:29][C:30]1[CH:38]=[CH:37][CH:36]=[CH:35][C:31]=1[C:32](Cl)=[O:33].CC(=O)OCC.CCCCCCC.